Dataset: Full USPTO retrosynthesis dataset with 1.9M reactions from patents (1976-2016). Task: Predict the reactants needed to synthesize the given product. (1) The reactants are: [F:1][C:2]1[CH:3]=[C:4]2[C:8](=[CH:9][CH:10]=1)[NH:7][C:6]([CH2:11][CH2:12][C:13]([N:15]1[CH2:20][CH:19]3[CH:17]([C:18]3([C:22]3[CH:23]=[C:24]([NH:28][S:29]([CH3:32])(=[O:31])=[O:30])[CH:25]=[CH:26][CH:27]=3)[CH3:21])[CH2:16]1)=O)=[C:5]2[CH3:33].[H-].[Al+3].[Li+].[H-].[H-].[H-].O.C(=O)([O-])O.[Na+]. Given the product [F:1][C:2]1[CH:3]=[C:4]2[C:8](=[CH:9][CH:10]=1)[NH:7][C:6]([CH2:11][CH2:12][CH2:13][N:15]1[CH2:20][CH:19]3[CH:17]([C:18]3([C:22]3[CH:23]=[C:24]([NH:28][S:29]([CH3:32])(=[O:31])=[O:30])[CH:25]=[CH:26][CH:27]=3)[CH3:21])[CH2:16]1)=[C:5]2[CH3:33], predict the reactants needed to synthesize it. (2) Given the product [Cl:2][C:3]1[CH:21]=[CH:20][CH:19]=[CH:18][C:4]=1[CH:5]([O:13][CH:14]1[CH2:17][N:16]([C:28]([C:24]2[S:25][CH:26]=[CH:27][C:23]=2[Cl:22])=[O:29])[CH2:15]1)[C:6]1[CH:7]=[CH:8][C:9]([Cl:12])=[CH:10][CH:11]=1, predict the reactants needed to synthesize it. The reactants are: Cl.[Cl:2][C:3]1[CH:21]=[CH:20][CH:19]=[CH:18][C:4]=1[CH:5]([O:13][CH:14]1[CH2:17][NH:16][CH2:15]1)[C:6]1[CH:11]=[CH:10][C:9]([Cl:12])=[CH:8][CH:7]=1.[Cl:22][C:23]1[CH:27]=[CH:26][S:25][C:24]=1[C:28](Cl)=[O:29].C(=O)([O-])[O-]. (3) Given the product [CH:7]1([NH:10][C:4]([CH:1]2[CH2:3][CH2:2]2)=[O:6])[CH2:9][CH2:8]1, predict the reactants needed to synthesize it. The reactants are: [CH:1]1([C:4]([OH:6])=O)[CH2:3][CH2:2]1.[CH:7]1([NH2:10])[CH2:9][CH2:8]1.C(Cl)CCl.